This data is from Forward reaction prediction with 1.9M reactions from USPTO patents (1976-2016). The task is: Predict the product of the given reaction. (1) Given the reactants [H-].[Na+].[Br:3][C:4]1[CH:5]=[C:6]([NH:10][C:11]2[CH:12]=[N:13][CH:14]=[N:15][CH:16]=2)[CH:7]=[N:8][CH:9]=1.[CH3:17]I, predict the reaction product. The product is: [Br:3][C:4]1[CH:5]=[C:6]([N:10]([CH3:17])[C:11]2[CH:16]=[N:15][CH:14]=[N:13][CH:12]=2)[CH:7]=[N:8][CH:9]=1. (2) The product is: [NH2:14][C:2]1([Br:1])[CH:3]=[CH:4][C:5]([C:8]2[CH:13]=[CH:12][CH:11]=[CH:10][CH:9]=2)=[CH:6][CH2:7]1. Given the reactants [Br:1][C:2]1([N+:14]([O-])=O)[CH:7]=[CH:6][C:5]([C:8]2[CH:13]=[CH:12][CH:11]=[CH:10][CH:9]=2)=[CH:4][CH2:3]1.Cl[Sn]Cl.C([O-])(O)=O.[Na+], predict the reaction product. (3) Given the reactants [CH2:1]([O:3][C:4]1[CH:5]=[C:6]2[N:12]([C:13]3[CH:18]=[CH:17][CH:16]=[CH:15][CH:14]=3)[CH:11]=[CH:10][C:7]2=[N:8][CH:9]=1)[CH3:2].ClN1C(=[O:25])CCC1=O.P(=O)(O)(O)O, predict the reaction product. The product is: [CH2:1]([O:3][C:4]1[CH:5]=[C:6]2[N:12]([C:13]3[CH:18]=[CH:17][CH:16]=[CH:15][CH:14]=3)[C:11](=[O:25])[CH2:10][C:7]2=[N:8][CH:9]=1)[CH3:2]. (4) Given the reactants [C:1]1([C@@H:7]2[CH2:9][C@H:8]2[C:10](Cl)=[O:11])[CH:6]=[CH:5][CH:4]=[CH:3][CH:2]=1.Cl.Cl.[CH:15]1([N:19]2[CH2:25][CH2:24][CH2:23][NH:22][CH2:21][CH2:20]2)[CH2:18][CH2:17][CH2:16]1, predict the reaction product. The product is: [CH:15]1([N:19]2[CH2:25][CH2:24][CH2:23][N:22]([C:10]([C@@H:8]3[CH2:9][C@H:7]3[C:1]3[CH:6]=[CH:5][CH:4]=[CH:3][CH:2]=3)=[O:11])[CH2:21][CH2:20]2)[CH2:18][CH2:17][CH2:16]1. (5) Given the reactants [Cl:1][C:2]1[CH:7]=[CH:6][C:5]([C:8]2[CH:9]=[CH:10][C:11]([C:14]#[C:15][C:16]3[CH:21]=[CH:20][C:19](/[CH:22]=[CH:23]/[CH2:24]Cl)=[CH:18][CH:17]=3)=[N:12][CH:13]=2)=[CH:4][CH:3]=1.[NH2:26][C:27]([CH3:32])([CH2:30][OH:31])[CH2:28][OH:29], predict the reaction product. The product is: [Cl:1][C:2]1[CH:7]=[CH:6][C:5]([C:8]2[CH:9]=[CH:10][C:11]([C:14]#[C:15][C:16]3[CH:17]=[CH:18][C:19](/[CH:22]=[CH:23]/[CH2:24][NH:26][C:27]([CH3:32])([CH2:30][OH:31])[CH2:28][OH:29])=[CH:20][CH:21]=3)=[N:12][CH:13]=2)=[CH:4][CH:3]=1.